The task is: Predict the reactants needed to synthesize the given product.. This data is from Full USPTO retrosynthesis dataset with 1.9M reactions from patents (1976-2016). (1) Given the product [C:16]([O-:18])(=[O:17])[CH3:8].[NH2:19][C:20]1[N:25]=[CH:24][N:23]=[C:22]2[N:26]([CH:38]3[CH2:43][CH2:42][NH2+:41][CH2:40][CH2:39]3)[N:27]=[C:28]([C:29]3[CH:34]=[CH:33][C:32]([NH:35][C:16]([C:8]4[NH:7][C:15]5[C:10]([CH:9]=4)=[CH:11][CH:12]=[CH:13][CH:14]=5)=[O:18])=[C:31]([O:36][CH3:37])[CH:30]=3)[C:21]=12, predict the reactants needed to synthesize it. The reactants are: C(Cl)(=O)C(Cl)=O.[NH:7]1[C:15]2[C:10](=[CH:11][CH:12]=[CH:13][CH:14]=2)[CH:9]=[C:8]1[C:16]([OH:18])=[O:17].[NH2:19][C:20]1[N:25]=[CH:24][N:23]=[C:22]2[N:26]([CH:38]3[CH2:43][CH2:42][N:41](C(OC(C)(C)C)=O)[CH2:40][CH2:39]3)[N:27]=[C:28]([C:29]3[CH:34]=[CH:33][C:32]([NH2:35])=[C:31]([O:36][CH3:37])[CH:30]=3)[C:21]=12.FC(F)(F)C(O)=O. (2) Given the product [Cl:8][C:6]1[N:5]=[CH:4][N:3]=[C:2]([NH:14][CH3:13])[CH:7]=1, predict the reactants needed to synthesize it. The reactants are: Cl[C:2]1[CH:7]=[C:6]([Cl:8])[N:5]=[CH:4][N:3]=1.C(O)(C)C.[CH3:13][NH2:14].C(O)C.